Task: Binary Classification. Given a T-cell receptor sequence (or CDR3 region) and an epitope sequence, predict whether binding occurs between them.. Dataset: TCR-epitope binding with 47,182 pairs between 192 epitopes and 23,139 TCRs (1) The epitope is NLDSKVGGNY. The TCR CDR3 sequence is CARSLKRGNTYNEQFF. Result: 1 (the TCR binds to the epitope). (2) The epitope is VLQAVGACV. The TCR CDR3 sequence is CASSYSVDGVYGYTF. Result: 0 (the TCR does not bind to the epitope).